Dataset: NCI-60 drug combinations with 297,098 pairs across 59 cell lines. Task: Regression. Given two drug SMILES strings and cell line genomic features, predict the synergy score measuring deviation from expected non-interaction effect. (1) Drug 1: CC=C1C(=O)NC(C(=O)OC2CC(=O)NC(C(=O)NC(CSSCCC=C2)C(=O)N1)C(C)C)C(C)C. Drug 2: CN(CCCl)CCCl.Cl. Cell line: NCI-H522. Synergy scores: CSS=69.9, Synergy_ZIP=-1.29, Synergy_Bliss=-0.740, Synergy_Loewe=-0.632, Synergy_HSA=4.60. (2) Drug 1: CC1C(C(=O)NC(C(=O)N2CCCC2C(=O)N(CC(=O)N(C(C(=O)O1)C(C)C)C)C)C(C)C)NC(=O)C3=C4C(=C(C=C3)C)OC5=C(C(=O)C(=C(C5=N4)C(=O)NC6C(OC(=O)C(N(C(=O)CN(C(=O)C7CCCN7C(=O)C(NC6=O)C(C)C)C)C)C(C)C)C)N)C. Drug 2: CC(C)NC(=O)C1=CC=C(C=C1)CNNC.Cl. Cell line: T-47D. Synergy scores: CSS=22.4, Synergy_ZIP=3.26, Synergy_Bliss=11.0, Synergy_Loewe=-4.95, Synergy_HSA=6.94. (3) Drug 1: CC1C(C(CC(O1)OC2CC(CC3=C2C(=C4C(=C3O)C(=O)C5=C(C4=O)C(=CC=C5)OC)O)(C(=O)C)O)N)O.Cl. Drug 2: CN1C2=C(C=C(C=C2)N(CCCl)CCCl)N=C1CCCC(=O)O.Cl. Cell line: A549. Synergy scores: CSS=23.1, Synergy_ZIP=0.0714, Synergy_Bliss=2.57, Synergy_Loewe=-33.6, Synergy_HSA=1.24. (4) Drug 1: C1CCC(CC1)NC(=O)N(CCCl)N=O. Drug 2: C#CCC(CC1=CN=C2C(=N1)C(=NC(=N2)N)N)C3=CC=C(C=C3)C(=O)NC(CCC(=O)O)C(=O)O. Cell line: NCI-H522. Synergy scores: CSS=20.5, Synergy_ZIP=0.0488, Synergy_Bliss=0.302, Synergy_Loewe=0.650, Synergy_HSA=0.670.